From a dataset of Full USPTO retrosynthesis dataset with 1.9M reactions from patents (1976-2016). Predict the reactants needed to synthesize the given product. (1) Given the product [OH:9][C:7]1[C:6]([CH:11]=[O:12])=[C:5]([O:13][CH3:14])[N:4]=[C:3]([O:2][CH3:1])[N:8]=1, predict the reactants needed to synthesize it. The reactants are: [CH3:1][O:2][C:3]1[N:8]=[C:7]([O:9]C)[C:6]([CH:11]=[O:12])=[C:5]([O:13][CH3:14])[N:4]=1.B(Br)(Br)Br.C(=O)(O)[O-].[Na+]. (2) Given the product [Cl:1][C:2]1[CH:7]=[CH:6][C:5]([C:8]2[N:9]=[N:10][N:11]([C@H:26]3[CH2:25][CH2:24][CH2:23][N:22]([C:20]([C:17]4[CH:16]=[CH:15][C:14]([F:13])=[CH:19][CH:18]=4)=[O:21])[CH2:27]3)[N:12]=2)=[CH:4][CH:3]=1, predict the reactants needed to synthesize it. The reactants are: [Cl:1][C:2]1[CH:7]=[CH:6][C:5]([C:8]2[NH:12][N:11]=[N:10][N:9]=2)=[CH:4][CH:3]=1.[F:13][C:14]1[CH:19]=[CH:18][C:17]([C:20]([N:22]2[CH2:27][CH2:26][CH2:25][C@@H:24](O)[CH2:23]2)=[O:21])=[CH:16][CH:15]=1.